Task: Predict which catalyst facilitates the given reaction.. Dataset: Catalyst prediction with 721,799 reactions and 888 catalyst types from USPTO (1) Reactant: [CH3:1][O:2][C:3](=[O:38])[NH:4][C:5]1[CH:10]=[C:9]([C:11]2[CH:19]=[CH:18][CH:17]=[C:16]3[C:12]=2[CH:13]=[CH:14][N:15]3[Si](C(C)C)(C(C)C)C(C)C)[CH:8]=[C:7]([C:30]([C:32]2[CH:33]=[N:34][CH:35]=[CH:36][CH:37]=2)=[O:31])[CH:6]=1.[F-].C([N+](CCCC)(CCCC)CCCC)CCC.O.C(OCC)(=O)C. Product: [CH3:1][O:2][C:3](=[O:38])[NH:4][C:5]1[CH:6]=[C:7]([C:30]([C:32]2[CH:33]=[N:34][CH:35]=[CH:36][CH:37]=2)=[O:31])[CH:8]=[C:9]([C:11]2[CH:19]=[CH:18][CH:17]=[C:16]3[C:12]=2[CH:13]=[CH:14][NH:15]3)[CH:10]=1. The catalyst class is: 1. (2) Reactant: O1CCOCC1.C(=O)([O-])[O-].[Na+].[Na+].Br[C:14]1[N:15]=[C:16]([NH:22][C:23]2[CH:28]=[CH:27][C:26]([CH:29]3[C:34](=[O:35])[NH:33][CH2:32][CH2:31][N:30]3[CH2:36][CH3:37])=[CH:25][CH:24]=2)[C:17](=[O:21])[N:18]([CH3:20])[CH:19]=1.[F:38][C:39]1[C:44]([NH:45][C:46]([C:48]2[S:52][C:51]3[CH2:53][CH2:54][CH2:55][CH2:56][C:50]=3[CH:49]=2)=[O:47])=[C:43]([CH3:57])[C:42](B2OC(C)(C)C(C)(C)O2)=[CH:41][CH:40]=1. Product: [CH2:36]([N:30]1[CH2:31][CH2:32][NH:33][C:34](=[O:35])[CH:29]1[C:26]1[CH:27]=[CH:28][C:23]([NH:22][C:16]2[C:17](=[O:21])[N:18]([CH3:20])[CH:19]=[C:14]([C:42]3[C:43]([CH3:57])=[C:44]([NH:45][C:46]([C:48]4[S:52][C:51]5[CH2:53][CH2:54][CH2:55][CH2:56][C:50]=5[CH:49]=4)=[O:47])[C:39]([F:38])=[CH:40][CH:41]=3)[N:15]=2)=[CH:24][CH:25]=1)[CH3:37]. The catalyst class is: 6. (3) Reactant: FC(F)(F)S(O[C:7]1[C:16]2[C:11](=[CH:12][CH:13]=[CH:14][CH:15]=2)[C:10]([Cl:17])=[CH:9][C:8]=1[C:18](=[O:20])[CH3:19])(=O)=O.[F:23][C:24]1[CH:25]=[C:26](B(O)O)[CH:27]=[CH:28][CH:29]=1.C(=O)([O-])[O-].[Na+].[Na+].O. Product: [Cl:17][C:10]1[C:11]2[C:16](=[CH:15][CH:14]=[CH:13][CH:12]=2)[C:7]([C:28]2[CH:27]=[CH:26][CH:25]=[C:24]([F:23])[CH:29]=2)=[C:8]([C:18](=[O:20])[CH3:19])[CH:9]=1. The catalyst class is: 660. (4) Reactant: Br[CH2:2][CH2:3][O:4][C:5]1[CH:10]=[C:9]([S:11]([CH3:14])(=[O:13])=[O:12])[CH:8]=[C:7]([F:15])[CH:6]=1.[CH:16]([NH2:19])([CH3:18])[CH3:17]. Product: [F:15][C:7]1[CH:6]=[C:5]([CH:10]=[C:9]([S:11]([CH3:14])(=[O:13])=[O:12])[CH:8]=1)[O:4][CH2:3][CH2:2][NH:19][CH:16]([CH3:18])[CH3:17]. The catalyst class is: 8.